The task is: Predict the reaction yield, written as a fraction of the theoretical maximum amount of product (1.0 means a 100% yield; for example, 0.34 means a 34% yield).. This data is from Reaction yield outcomes from USPTO patents with 853,638 reactions. (1) The reactants are CC1C=[C:12]2[O:14]C=1C[C@H:5]([C:21](C)=C)[CH2:6][CH2:7][C:8]1C(=O)O[C@@H:10]([C@H:11]2C(C)=C)[CH:9]=1.[C:24]([O:28][C:29](=[O:42])[N:30]([C@H]1CC[C@H](C=C(Br)Br)CC1)[CH3:31])([CH3:27])([CH3:26])[CH3:25].[Li]CCCC.C=O. The catalyst is C1COCC1. The product is [C:24]([O:28][C:29](=[O:42])[N:30]([C@H:6]1[CH2:5][CH2:21][C@H:9]([C:10]#[C:11][CH2:12][OH:14])[CH2:8][CH2:7]1)[CH3:31])([CH3:27])([CH3:26])[CH3:25]. The yield is 0.790. (2) The reactants are [I:1][C:2]1[CH:11]=[C:10]2[C:5]([C:6](=[O:15])[C:7](C(O)=O)=[CH:8][NH:9]2)=[CH:4][C:3]=1[CH3:16].C1C=CC(C2C=CC=CC=2)=CC=1.C1C=CC(OC2C=CC=CC=2)=CC=1. The catalyst is CCCCCCC. The product is [I:1][C:2]1[CH:11]=[C:10]2[C:5]([C:6](=[O:15])[CH:7]=[CH:8][NH:9]2)=[CH:4][C:3]=1[CH3:16]. The yield is 0.910. (3) The reactants are [C:1]([O:5][C:6]([N:8]([CH2:26][C:27]([O:29][C:30]([CH3:33])([CH3:32])[CH3:31])=[O:28])[C:9]1[CH:14]=[CH:13][CH:12]=[C:11]([CH2:15][NH:16][S:17]([C:20]2[CH:25]=[CH:24][CH:23]=[CH:22][N:21]=2)(=[O:19])=[O:18])[N:10]=1)=[O:7])([CH3:4])([CH3:3])[CH3:2].[CH3:34][C:35]([C:41]1[S:45][C:44]([CH2:46]O)=[CH:43][CH:42]=1)([CH3:40])[CH2:36][CH2:37][CH2:38][CH3:39].C(P(CCCC)CCCC)CCC.CN(C)C(N=NC(N(C)C)=O)=O. The catalyst is O.O1CCCC1. The product is [C:1]([O:5][C:6]([N:8]([CH2:26][C:27]([O:29][C:30]([CH3:33])([CH3:32])[CH3:31])=[O:28])[C:9]1[CH:14]=[CH:13][CH:12]=[C:11]([CH:15]([CH2:46][C:44]2[S:45][C:41]([C:35]([CH3:34])([CH3:40])[CH2:36][CH2:37][CH2:38][CH3:39])=[CH:42][CH:43]=2)[NH:16][S:17]([C:20]2[CH:25]=[CH:24][CH:23]=[CH:22][N:21]=2)(=[O:19])=[O:18])[N:10]=1)=[O:7])([CH3:4])([CH3:3])[CH3:2]. The yield is 0.870. (4) The yield is 0.380. The product is [Cl:28][C:7]1[CH:6]=[C:5]2[C:10](=[CH:9][CH:8]=1)[CH2:1][N:2]([CH2:11][CH2:12][CH2:13][CH2:14][O:15][C:16]1[CH:17]=[CH:18][C:19]3[CH2:25][CH2:24][NH:23][C:22](=[O:26])[NH:21][C:20]=3[N:27]=1)[CH2:3][CH2:4]2. The reactants are [CH2:1]1[C:10]2[C:5](=[CH:6][CH:7]=[CH:8][CH:9]=2)[CH2:4][CH2:3][N:2]1[CH2:11][CH2:12][CH2:13][CH2:14][O:15][C:16]1[CH:17]=[CH:18][C:19]2[CH2:25][CH2:24][NH:23][C:22](=[O:26])[NH:21][C:20]=2[N:27]=1.[Cl:28]C1C=C2C(=CC=1)CNCC2. No catalyst specified. (5) The catalyst is ClCCl.CC(P(C(C)(C)C)C1C=CC(N(C)C)=CC=1)(C)C.CC(P(C(C)(C)C)C1C=CC(N(C)C)=CC=1)(C)C.Cl[Pd]Cl. The yield is 0.510. The reactants are Cl[C:2]1[C:7]([C:8]2[CH:17]=[C:16]3[C:11]([CH:12]=[C:13]([NH:18][C:19]([CH:21]4[CH2:23][CH2:22]4)=[O:20])[N:14]=[CH:15]3)=[CH:10][CH:9]=2)=[CH:6][C:5]([F:24])=[CH:4][N:3]=1.[CH3:25]B1OB(C)OB(C)O1.C(=O)([O-])[O-].[K+].[K+].O1CCOCC1. The product is [F:24][C:5]1[CH:6]=[C:7]([C:8]2[CH:17]=[C:16]3[C:11]([CH:12]=[C:13]([NH:18][C:19]([CH:21]4[CH2:23][CH2:22]4)=[O:20])[N:14]=[CH:15]3)=[CH:10][CH:9]=2)[C:2]([CH3:25])=[N:3][CH:4]=1. (6) The reactants are [F:1][C:2]1[CH:3]=[C:4]([CH:9]2[CH2:13][CH2:12][CH2:11][C:10]2=[O:14])[CH:5]=[CH:6][C:7]=1[F:8].[C:15](Cl)([N:17]=[C:18]=[O:19])=[O:16]. The catalyst is C(OCC)(=O)C. The product is [F:1][C:2]1[CH:3]=[C:4]([CH:9]2[C:10]3[O:14][C:18](=[O:19])[NH:17][C:15](=[O:16])[C:11]=3[CH2:12][CH2:13]2)[CH:5]=[CH:6][C:7]=1[F:8]. The yield is 0.518. (7) The catalyst is C(#N)C. The yield is 0.330. The product is [C:26]([NH:1][C:2]1[CH:11]=[C:10]2[C:5]([CH:6]=[CH:7][CH:8]=[C:9]2[N:12]2[CH2:17][CH2:16][N:15]([CH3:18])[CH2:14][CH2:13]2)=[CH:4][CH:3]=1)(=[O:28])[CH3:27]. The reactants are [NH2:1][C:2]1[CH:11]=[C:10]2[C:5]([CH:6]=[CH:7][CH:8]=[C:9]2[N:12]2[CH2:17][CH2:16][N:15]([CH3:18])[CH2:14][CH2:13]2)=[CH:4][CH:3]=1.C(N(CC)CC)C.[C:26](Cl)(=[O:28])[CH3:27].CO.C(OCC)(=O)C. (8) The product is [Br:1][C:2]1[CH:7]=[CH:6][CH:5]=[C:4]([O:8][CH2:16][CH2:15][CH:9]2[CH2:14][CH2:13][CH2:12][CH2:11][CH2:10]2)[CH:3]=1. The catalyst is O1CCCC1. The reactants are [Br:1][C:2]1[CH:3]=[C:4]([OH:8])[CH:5]=[CH:6][CH:7]=1.[CH:9]1([CH2:15][CH2:16]C2C=CC=CC=2O)[CH2:14][CH2:13][CH2:12][CH2:11][CH2:10]1.C1(P(C2C=CC=CC=2)C2C=CC=CC=2)C=CC=CC=1.N(C(OCC)=O)=NC(OCC)=O.C1(C)C=CC=CC=1. The yield is 0.940.